This data is from Tyrosyl-DNA phosphodiesterase HTS with 341,365 compounds. The task is: Binary Classification. Given a drug SMILES string, predict its activity (active/inactive) in a high-throughput screening assay against a specified biological target. (1) The compound is S(c1n(Cc2occc2)c(nn1)c1occc1)CC(=O)NCc1ccccc1. The result is 0 (inactive). (2) The result is 0 (inactive). The compound is O=C(Nc1c(cccc1C)C)c1n(ncc1[N+]([O-])=O)CC. (3) The drug is O(C(=O)C=1C(NC(=O)NC1C)C1CCC=CC1)CCOC. The result is 0 (inactive). (4) The drug is O1C(CCC1)CNC(=O)c1c(NC(=O)c2ccc(OC)cc2)cccc1. The result is 0 (inactive). (5) The molecule is O=c1[nH]c(=O)n(c2nc(n(CCCCC)c12)CN1CCN(CC1)Cc1ccccc1)C. The result is 0 (inactive). (6) The compound is S(=O)(=O)(Nc1onc(c1C)C)c1ccc(NC(NC(=O)CC)(C(F)(F)F)C(OCC)=O)cc1. The result is 0 (inactive). (7) The compound is O=C(NC(Cc1ccccc1)C(O)=O)Cc1cc2c(cc1)cccc2. The result is 0 (inactive). (8) The drug is Clc1c(C(=O)Nc2sc3CC(CCc3c2C#N)C)ccc(Cl)c1. The result is 0 (inactive). (9) The compound is O=C1N2C(C(CC1CC(=O)NCCC=1CCCCC1)C(=O)N1CCN(CC1)C(=O)C1CC1)(c1[nH]c3c(c1CC2)ccc(c3)CCC(=O)N(C)C)CC. The result is 0 (inactive). (10) The drug is S(CC(=O)NC1C(CCCC1)C)c1n(CCOC)c(=O)c2c(n1)cccc2. The result is 0 (inactive).